From a dataset of Catalyst prediction with 721,799 reactions and 888 catalyst types from USPTO. Predict which catalyst facilitates the given reaction. (1) Reactant: [CH3:1][O:2][C:3]1[CH:12]=[CH:11][C:6]2[NH:7][C:8](=[O:10])[O:9][C:5]=2[CH:4]=1.[Br:13]Br.CC(O)=O. Product: [Br:13][C:12]1[C:3]([O:2][CH3:1])=[CH:4][C:5]2[O:9][C:8](=[O:10])[NH:7][C:6]=2[CH:11]=1. The catalyst class is: 6. (2) Reactant: [C:1]([C:3]1[N:11]=[CH:10][C:9]2[N:8]([CH2:12][O:13][CH2:14][CH2:15][Si:16]([CH3:19])([CH3:18])[CH3:17])[C:7]3[N:20]=[CH:21][CH:22]=[C:23]([N:24]4[CH2:28][CH2:27][C@H:26]([N:29]([CH2:37][CH3:38])[C:30](=[O:36])[O:31][C:32]([CH3:35])([CH3:34])[CH3:33])[CH2:25]4)[C:6]=3[C:5]=2[CH:4]=1)#[N:2].[B-](F)(F)(F)[F:40].[B-](F)(F)(F)F.C1[N+]2(CCl)CC[N+](F)(CC2)C1. Product: [F:40][C:22]1[CH:21]=[N:20][C:7]2[N:8]([CH2:12][O:13][CH2:14][CH2:15][Si:16]([CH3:18])([CH3:19])[CH3:17])[C:9]3[CH:10]=[N:11][C:3]([C:1]#[N:2])=[CH:4][C:5]=3[C:6]=2[C:23]=1[N:24]1[CH2:28][CH2:27][C@H:26]([N:29]([CH2:37][CH3:38])[C:30](=[O:36])[O:31][C:32]([CH3:33])([CH3:34])[CH3:35])[CH2:25]1. The catalyst class is: 10.